This data is from Full USPTO retrosynthesis dataset with 1.9M reactions from patents (1976-2016). The task is: Predict the reactants needed to synthesize the given product. Given the product [C:25]([NH:28][C:29]1[CH:34]=[CH:33][C:32]([S:35][C:2]2[CH:3]=[C:4]3[C:8](=[C:9]([C:11]([NH2:13])=[O:12])[CH:10]=2)[NH:7][CH:6]=[C:5]3[CH:14]2[CH2:19][CH2:18][N:17]([S:20]([CH2:23][CH3:24])(=[O:22])=[O:21])[CH2:16][CH2:15]2)=[CH:31][CH:30]=1)(=[O:27])[CH3:26], predict the reactants needed to synthesize it. The reactants are: Br[C:2]1[CH:3]=[C:4]2[C:8](=[C:9]([C:11]([NH2:13])=[O:12])[CH:10]=1)[NH:7][CH:6]=[C:5]2[CH:14]1[CH2:19][CH2:18][N:17]([S:20]([CH2:23][CH3:24])(=[O:22])=[O:21])[CH2:16][CH2:15]1.[C:25]([NH:28][C:29]1[CH:34]=[CH:33][C:32]([SH:35])=[CH:31][CH:30]=1)(=[O:27])[CH3:26].C(O)CO.C(=O)([O-])[O-].[K+].[K+].